Predict the reaction yield, written as a fraction of the theoretical maximum amount of product (1.0 means a 100% yield; for example, 0.34 means a 34% yield). From a dataset of Reaction yield outcomes from USPTO patents with 853,638 reactions. (1) The reactants are [Br:1][C:2]1[CH:3]=[C:4]([N+:18]([O-:20])=[O:19])[C:5]([C:8]2[CH:17]=[CH:16][C:11](C(OC)=O)=[CH:10][CH:9]=2)=[N:6][CH:7]=1.[CH3:21][S:22](C1C=C(B(O)O)C=CC=1)(=[O:24])=[O:23]. No catalyst specified. The product is [Br:1][C:2]1[CH:3]=[C:4]([N+:18]([O-:20])=[O:19])[C:5]([C:8]2[CH:17]=[CH:16][C:11]([S:22]([CH3:21])(=[O:24])=[O:23])=[CH:10][CH:9]=2)=[N:6][CH:7]=1. The yield is 0.910. (2) The reactants are Cl[C:2]1[C:11]2[C:6](=[CH:7][CH:8]=[CH:9][C:10]=2[O:12][CH:13]2[CH2:18][CH2:17][N:16]([CH3:19])[CH2:15][CH2:14]2)[N:5]=[CH:4][N:3]=1.[Cl:20][C:21]1[CH:35]=[C:34]([NH2:36])[CH:33]=[CH:32][C:22]=1[O:23][CH2:24][C:25]1[CH:29]=[C:28]([CH3:30])[N:27]([CH3:31])[N:26]=1. The catalyst is CC(O)C. The product is [Cl:20][C:21]1[CH:35]=[C:34]([CH:33]=[CH:32][C:22]=1[O:23][CH2:24][C:25]1[CH:29]=[C:28]([CH3:30])[N:27]([CH3:31])[N:26]=1)[NH:36][C:2]1[C:11]2[C:6](=[CH:7][CH:8]=[CH:9][C:10]=2[O:12][CH:13]2[CH2:18][CH2:17][N:16]([CH3:19])[CH2:15][CH2:14]2)[N:5]=[CH:4][N:3]=1. The yield is 0.310. (3) The reactants are [CH3:1][C:2]1[CH:3]=[CH:4][C:5]([N+:20]([O-])=O)=[C:6]([CH:19]=1)[CH2:7][N:8]1[CH:12]=[C:11]([S:13][CH3:14])[CH:10]=[C:9]1[C:15](OC)=O.C(O)(=O)C.Cl.Cl.[CH3:29][C:30]([CH3:42])([CH2:35][N:36]1[CH2:41][CH2:40][NH:39][CH2:38][CH2:37]1)[C:31]([O:33][CH3:34])=[O:32]. The catalyst is O.[Fe]. The product is [CH3:29][C:30]([CH3:42])([CH2:35][N:36]1[CH2:41][CH2:40][N:39]([C:15]2[C:9]3=[CH:10][C:11]([S:13][CH3:14])=[CH:12][N:8]3[CH2:7][C:6]3[CH:19]=[C:2]([CH3:1])[CH:3]=[CH:4][C:5]=3[N:20]=2)[CH2:38][CH2:37]1)[C:31]([O:33][CH3:34])=[O:32]. The yield is 0.270. (4) The reactants are [CH2:1]([C:3]1[O:7][N:6]=[C:5]([CH2:8][C:9]2[CH:14]=[CH:13][C:12]([N+:15]([O-])=O)=[CH:11][CH:10]=2)[N:4]=1)[CH3:2].[Cl-].[Ca+2].[Cl-]. The catalyst is [Fe].C(O)C. The product is [CH2:1]([C:3]1[O:7][N:6]=[C:5]([CH2:8][C:9]2[CH:10]=[CH:11][C:12]([NH2:15])=[CH:13][CH:14]=2)[N:4]=1)[CH3:2]. The yield is 0.730.